Dataset: Full USPTO retrosynthesis dataset with 1.9M reactions from patents (1976-2016). Task: Predict the reactants needed to synthesize the given product. (1) Given the product [F:24][C:17]1[CH:16]=[C:15]([C:6]2[CH:7]=[CH:8][C:3]([C:2]([F:13])([F:12])[F:1])=[CH:4][CH:5]=2)[CH:20]=[CH:19][C:18]=1[C:21]([OH:23])=[O:22], predict the reactants needed to synthesize it. The reactants are: [F:1][C:2]([F:13])([F:12])[C:3]1[CH:8]=[CH:7][C:6](B(O)O)=[CH:5][CH:4]=1.Br[C:15]1[CH:20]=[CH:19][C:18]([C:21]([OH:23])=[O:22])=[C:17]([F:24])[CH:16]=1. (2) Given the product [Br:2][C:3]1[CH:11]=[C:10]2[C:6]([C:7]3[CH2:12][CH2:13][NH:14][C:16]([CH3:24])([CH3:17])[C:8]=3[NH:9]2)=[CH:5][CH:4]=1, predict the reactants needed to synthesize it. The reactants are: Cl.[Br:2][C:3]1[CH:11]=[C:10]2[C:6]([C:7]([CH2:12][CH2:13][NH2:14])=[CH:8][NH:9]2)=[CH:5][CH:4]=1.Br[C:16]1[CH:24]=CC=C2[C:17]=1C(CCN)=CN2.[O-]S([O-])(=O)=O.[Na+].[Na+]. (3) Given the product [I:13][C:9]1[CH:10]=[C:11]([CH3:12])[C:2]2[O:7][NH:6][C:4](=[O:5])[C:3]=2[CH:8]=1.[I:26][CH3:22].[I:26][C:22]1[CH:23]=[C:24]([CH3:25])[C:15]2[O:14][N:32]([CH3:30])[C:17](=[O:18])[C:16]=2[CH:21]=1.[I:26][C:22]1[CH:23]=[C:24]([CH3:25])[C:15]2[O:29][N:28]=[C:17]([O:19][CH3:20])[C:16]=2[CH:21]=1, predict the reactants needed to synthesize it. The reactants are: O[C:2]1[C:11]([CH3:12])=[CH:10][C:9]([I:13])=[CH:8][C:3]=1[C:4]([NH:6][OH:7])=[O:5].[OH:14][C:15]1[C:24]([CH3:25])=[CH:23][C:22]([I:26])=[CH:21][C:16]=1[C:17]([O:19][CH3:20])=[O:18].Cl.[NH2:28][OH:29].[C:30](N1C=CN=C1)([N:32]1C=CN=C1)=O. (4) The reactants are: [N:1]1([C:6]2[CH:12]=[CH:11][C:9]([NH2:10])=[CH:8][CH:7]=2)[CH:5]=[CH:4][CH:3]=[N:2]1.[C:13](Cl)(Cl)=[O:14].Cl.[CH3:18][N:19]1[CH2:24][CH2:23][N:22]([C:25]2[CH:30]=[C:29]([C:31]3[CH:40]=[C:39]4[C:34]([CH2:35][CH2:36][NH:37][CH2:38]4)=[CH:33][CH:32]=3)[N:28]=[C:27]([NH2:41])[N:26]=2)[CH2:21][CH2:20]1. Given the product [NH2:41][C:27]1[N:28]=[C:29]([C:31]2[CH:40]=[C:39]3[C:34]([CH2:35][CH2:36][N:37]([C:13]([NH:10][C:9]4[CH:8]=[CH:7][C:6]([N:1]5[CH:5]=[CH:4][CH:3]=[N:2]5)=[CH:12][CH:11]=4)=[O:14])[CH2:38]3)=[CH:33][CH:32]=2)[CH:30]=[C:25]([N:22]2[CH2:21][CH2:20][N:19]([CH3:18])[CH2:24][CH2:23]2)[N:26]=1, predict the reactants needed to synthesize it.